This data is from Catalyst prediction with 721,799 reactions and 888 catalyst types from USPTO. The task is: Predict which catalyst facilitates the given reaction. (1) Reactant: [CH3:1][C:2]([NH:4][C:5]1[CH:6]=[CH:7][C:8]([OH:11])=[CH:9][CH:10]=1)=[O:3].C(N(CC)CC)C.[CH:19]1([N:25]=[C:26]=[O:27])[CH2:24][CH2:23][CH2:22][CH2:21][CH2:20]1. Product: [CH:19]1([NH:25][C:26](=[O:27])[O:11][C:8]2[CH:9]=[CH:10][C:5]([NH:4][C:2](=[O:3])[CH3:1])=[CH:6][CH:7]=2)[CH2:24][CH2:23][CH2:22][CH2:21][CH2:20]1. The catalyst class is: 10. (2) Reactant: Br[C:2]1[CH:3]=[C:4]([CH:11]=[C:12]([N+:14]([O-:16])=[O:15])[CH:13]=1)[O:5][CH2:6][C:7]([NH:9][CH3:10])=[O:8].[CH3:17][N:18]1[CH:22]=[C:21](B2OC(C)(C)C(C)(C)O2)[CH:20]=[N:19]1.C([O-])([O-])=O.[Na+].[Na+]. Product: [CH3:10][NH:9][C:7](=[O:8])[CH2:6][O:5][C:4]1[CH:11]=[C:12]([N+:14]([O-:16])=[O:15])[CH:13]=[C:2]([C:21]2[CH:20]=[N:19][N:18]([CH3:17])[CH:22]=2)[CH:3]=1. The catalyst class is: 438. (3) Reactant: [Cl:1][C:2]1[CH:7]=[CH:6][C:5]([O:8][CH3:9])=[CH:4][C:3]=1[CH3:10].[Br:11]N1C(=O)CCC1=O.N(C(C)(C)C#N)=NC(C)(C)C#N. Product: [Br:11][CH2:10][C:3]1[CH:4]=[C:5]([O:8][CH3:9])[CH:6]=[CH:7][C:2]=1[Cl:1]. The catalyst class is: 53. (4) The catalyst class is: 31. Product: [NH2:1][C:2]1[N:7]=[CH:6][C:5]([C:8]2[CH:9]=[CH:10][C:11]([C:12]([NH:46][CH2:45][CH2:44][N:43]([CH2:47][CH3:48])[CH2:41][CH3:42])=[O:14])=[CH:15][CH:16]=2)=[CH:4][C:3]=1[O:17][CH2:18][C:19]1[C:24]([Cl:25])=[CH:23][CH:22]=[CH:21][C:20]=1[Cl:26]. Reactant: [NH2:1][C:2]1[N:7]=[CH:6][C:5]([C:8]2[CH:16]=[CH:15][C:11]([C:12]([OH:14])=O)=[CH:10][CH:9]=2)=[CH:4][C:3]=1[O:17][CH2:18][C:19]1[C:24]([Cl:25])=[CH:23][CH:22]=[CH:21][C:20]=1[Cl:26].C1C=CC2N(O)N=NC=2C=1.C(Cl)CCl.[CH2:41]([N:43]([CH2:47][CH3:48])[CH2:44][CH2:45][NH2:46])[CH3:42].